Task: Predict the reaction yield, written as a fraction of the theoretical maximum amount of product (1.0 means a 100% yield; for example, 0.34 means a 34% yield).. Dataset: Reaction yield outcomes from USPTO patents with 853,638 reactions (1) The reactants are [CH3:1][O:2][C:3]([C:5]1[S:6][C:7]([C:11]([OH:13])=O)=[CH:8][C:9]=1[CH3:10])=[O:4].C(N(CC)CC)C.CN(C(ON1N=NC2C=CC=CC1=2)=[N+](C)C)C.F[P-](F)(F)(F)(F)F.C1C=CC2N(O)N=NC=2C=1.[NH2:55][CH2:56][C:57]1[CH:58]=[CH:59][C:60]([F:64])=[C:61]([OH:63])[CH:62]=1. The catalyst is CN(C=O)C. The product is [CH3:1][O:2][C:3]([C:5]1[S:6][C:7]([C:11](=[O:13])[NH:55][CH2:56][C:57]2[CH:58]=[CH:59][C:60]([F:64])=[C:61]([OH:63])[CH:62]=2)=[CH:8][C:9]=1[CH3:10])=[O:4]. The yield is 0.980. (2) The reactants are [CH2:1]1[CH:5]2[CH2:6][C:7](=[O:9])[CH2:8][CH:4]2[CH2:3][NH:2]1.C(=O)([O-])[O-].[K+].[K+].[N:16]1([C:22](Cl)=[O:23])[CH2:21][CH2:20][O:19][CH2:18][CH2:17]1. The catalyst is C(#N)C. The product is [N:16]1([C:22]([N:2]2[CH2:3][CH:4]3[CH2:8][C:7](=[O:9])[CH2:6][CH:5]3[CH2:1]2)=[O:23])[CH2:21][CH2:20][O:19][CH2:18][CH2:17]1. The yield is 0.773. (3) The product is [CH3:51][C:52]1[O:56][N:55]=[C:54]([C:57]([NH:33][C@@H:23]2[C:22](=[O:34])[N:21]3[CH2:35][C@H:36]([O:38][C:39](=[O:49])[C:40]4[CH:41]=[CH:42][C:43]([N+:46]([O-:48])=[O:47])=[CH:44][CH:45]=4)[CH2:37][C@H:20]3[C:19](=[O:50])[NH:18][C@:17]3([C:15]([O:14][CH2:12][CH3:13])=[O:16])[CH2:32][C@H:31]3[CH:30]=[CH:29][CH2:28][CH2:27][CH2:26][CH2:25][CH2:24]2)=[O:58])[CH:53]=1. The reactants are CC1C=CC(S([O-])(=O)=O)=CC=1.[CH2:12]([O:14][C:15]([C@@:17]12[CH2:32][C@H:31]1[CH:30]=[CH:29][CH2:28][CH2:27][CH2:26][CH2:25][CH2:24][C@H:23]([NH3+:33])[C:22](=[O:34])[N:21]1[CH2:35][C@H:36]([O:38][C:39](=[O:49])[C:40]3[CH:45]=[CH:44][C:43]([N+:46]([O-:48])=[O:47])=[CH:42][CH:41]=3)[CH2:37][C@H:20]1[C:19](=[O:50])[NH:18]2)=[O:16])[CH3:13].[CH3:51][C:52]1[O:56][N:55]=[C:54]([C:57](O)=[O:58])[CH:53]=1.CN1C(=O)CCC1.C(N(C(C)C)CC)(C)C. The catalyst is CCOC(C)=O. The yield is 0.930.